Dataset: Full USPTO retrosynthesis dataset with 1.9M reactions from patents (1976-2016). Task: Predict the reactants needed to synthesize the given product. (1) Given the product [C:3]1([C:8]2[CH:13]=[CH:12][CH:11]=[CH:10][CH:9]=2)[CH:4]=[CH:5][CH:6]=[CH:7][C:2]=1[CH:26]([NH:25][S:23]([C:19]([CH3:22])([CH3:21])[CH3:20])=[O:24])[CH2:27][CH2:28][C:29]([O:31][CH3:32])=[O:30], predict the reactants needed to synthesize it. The reactants are: I[C:2]1[CH:7]=[CH:6][CH:5]=[CH:4][C:3]=1[C:8]1[CH:13]=[CH:12][CH:11]=[CH:10][CH:9]=1.[Li]CCCC.[C:19]([S:23]([N:25]=[CH:26][CH2:27][CH2:28][C:29]([O:31][CH3:32])=[O:30])=[O:24])([CH3:22])([CH3:21])[CH3:20].[NH4+].[Cl-]. (2) Given the product [CH:24]1([CH2:23][O:12][C:7]2[CH:6]=[C:5]([CH:10]=[CH:9][C:8]=2[I:11])[C:4]([N:3]([CH2:1][CH3:2])[CH2:14][CH3:15])=[O:13])[CH2:26][CH2:25]1, predict the reactants needed to synthesize it. The reactants are: [CH2:1]([N:3]([CH2:14][CH3:15])[C:4](=[O:13])[C:5]1[CH:10]=[CH:9][C:8]([I:11])=[C:7]([OH:12])[CH:6]=1)[CH3:2].C([O-])([O-])=O.[K+].[K+].Br[CH2:23][CH:24]1[CH2:26][CH2:25]1.